From a dataset of Reaction yield outcomes from USPTO patents with 853,638 reactions. Predict the reaction yield, written as a fraction of the theoretical maximum amount of product (1.0 means a 100% yield; for example, 0.34 means a 34% yield). (1) The reactants are [CH:1]([C:4]1[C:5](=[O:22])[NH:6][C:7](=[O:21])[NH:8][C:9]=1[C:10](=[O:20])[C:11]1[CH:16]=[C:15]([CH3:17])[CH:14]=[C:13]([C:18]#[N:19])[CH:12]=1)([CH3:3])[CH3:2].[Cl:23][C:24]1[N:29]=[C:28]([Cl:30])[CH:27]=[C:26]([CH2:31]Cl)[N:25]=1.C(=O)([O-])[O-].[K+].[K+].[I-].[Li+]. The catalyst is CN(C=O)C. The product is [Cl:23][C:24]1[N:25]=[C:26]([CH2:31][N:8]2[C:9]([C:10]([C:11]3[CH:12]=[C:13]([CH:14]=[C:15]([CH3:17])[CH:16]=3)[C:18]#[N:19])=[O:20])=[C:4]([CH:1]([CH3:3])[CH3:2])[C:5](=[O:22])[NH:6][C:7]2=[O:21])[CH:27]=[C:28]([Cl:30])[N:29]=1. The yield is 0.260. (2) The reactants are [CH2:1]1[C@H:5]2[C@@H:6]([OH:9])[CH2:7][O:8][C@H:4]2[O:3][CH2:2]1.C(OC(=O)C)(=O)C. The catalyst is COCCOC. The product is [OH:9][CH:6]1[CH:5]2[CH:4]([O:3][CH2:2][CH2:1]2)[O:8][CH2:7]1. The yield is 0.420.